Dataset: Full USPTO retrosynthesis dataset with 1.9M reactions from patents (1976-2016). Task: Predict the reactants needed to synthesize the given product. (1) Given the product [CH:16]([O:15][C:10](=[O:14])[C@H:11]([CH3:13])[NH:5][C:4]1[CH:6]=[CH:7][C:8]([Cl:9])=[C:2]([Cl:1])[CH:3]=1)([CH3:18])[CH3:17], predict the reactants needed to synthesize it. The reactants are: [Cl:1][C:2]1[CH:3]=[C:4]([CH:6]=[CH:7][C:8]=1[Cl:9])[NH2:5].[C:10]([O:15][CH:16]([CH3:18])[CH3:17])(=[O:14])[C:11]([CH3:13])=O. (2) Given the product [F:1][C:2]1[CH:3]=[CH:4][CH:5]=[C:6]2[C:31]=1[O:30][C:9]1([CH2:10][CH2:11][N:12]([C:15]([C:17]3[CH:22]=[CH:21][C:20]([S:23]([CH:26]([CH3:28])[CH3:27])(=[O:25])=[O:24])=[C:19]([CH3:29])[CH:18]=3)=[O:16])[CH2:13][CH2:14]1)[CH2:8][CH:7]2[O:32][CH:49]([CH3:50])[CH3:48], predict the reactants needed to synthesize it. The reactants are: [F:1][C:2]1[CH:3]=[CH:4][CH:5]=[C:6]2[C:31]=1[O:30][C:9]1([CH2:14][CH2:13][N:12]([C:15]([C:17]3[CH:22]=[CH:21][C:20]([S:23]([CH:26]([CH3:28])[CH3:27])(=[O:25])=[O:24])=[C:19]([CH3:29])[CH:18]=3)=[O:16])[CH2:11][CH2:10]1)[CH2:8][CH:7]2[OH:32].FC(F)(F)S(OS(C(F)(F)F)(=O)=O)(=O)=O.[CH3:48][CH:49](O)[CH3:50]. (3) Given the product [O:33]1[CH2:34][CH2:35][C@@H:31]([N:12]2[C:13]3=[N:14][CH:15]=[N:16][C:17]([NH2:19])=[C:18]3[C:10]([C:7]3[CH:6]=[CH:5][C:4]([N+:1]([O-:3])=[O:2])=[CH:9][CH:8]=3)=[N:11]2)[CH2:32]1, predict the reactants needed to synthesize it. The reactants are: [N+:1]([C:4]1[CH:9]=[CH:8][C:7]([C:10]2[C:18]3[C:13](=[N:14][CH:15]=[N:16][C:17]=3[NH2:19])[NH:12][N:11]=2)=[CH:6][CH:5]=1)([O-:3])=[O:2].C([O-])([O-])=O.[K+].[K+].CS(O[C@H:31]1[CH2:35][CH2:34][O:33][CH2:32]1)(=O)=O. (4) Given the product [Cl:27][C:22]1[CH:23]=[CH:24][CH:25]=[CH:26][C:21]=1[N:20]1[CH:16]([C:12]2[CH:11]=[C:10]([C:7]3[CH:8]=[CH:9][C:4]([C:1](=[N:36][OH:37])[CH3:2])=[CH:5][CH:6]=3)[CH:15]=[CH:14][CH:13]=2)[CH2:17][C:18]([C:28]([F:34])([F:33])[C:29]([F:30])([F:31])[F:32])=[N:19]1, predict the reactants needed to synthesize it. The reactants are: [C:1]([C:4]1[CH:9]=[CH:8][C:7]([C:10]2[CH:15]=[CH:14][CH:13]=[C:12]([CH:16]3[N:20]([C:21]4[CH:26]=[CH:25][CH:24]=[CH:23][C:22]=4[Cl:27])[N:19]=[C:18]([C:28]([F:34])([F:33])[C:29]([F:32])([F:31])[F:30])[CH2:17]3)[CH:11]=2)=[CH:6][CH:5]=1)(=O)[CH3:2].Cl.[NH2:36][OH:37].O. (5) Given the product [F:34][C:32]1[CH:33]=[C:28]([C:26]2[CH:27]=[C:22]([C:2]3[N:6]4[CH:7]=[CH:8][C:9]([C:11]([F:14])([F:13])[F:12])=[N:10][C:5]4=[N:4][CH:3]=3)[CH:23]=[CH:24][C:25]=2[F:37])[C:29]([C:35]#[N:36])=[CH:30][CH:31]=1, predict the reactants needed to synthesize it. The reactants are: Br[C:2]1[N:6]2[CH:7]=[CH:8][C:9]([C:11]([F:14])([F:13])[F:12])=[N:10][C:5]2=[N:4][CH:3]=1.CC1(C)COB([C:22]2[CH:23]=[CH:24][C:25]([F:37])=[C:26]([C:28]3[C:29]([C:35]#[N:36])=[CH:30][CH:31]=[C:32]([F:34])[CH:33]=3)[CH:27]=2)OC1.